This data is from Peptide-MHC class I binding affinity with 185,985 pairs from IEDB/IMGT. The task is: Regression. Given a peptide amino acid sequence and an MHC pseudo amino acid sequence, predict their binding affinity value. This is MHC class I binding data. The peptide sequence is VSAKQLRTR. The MHC is HLA-A31:01 with pseudo-sequence HLA-A31:01. The binding affinity (normalized) is 0.477.